From a dataset of Peptide-MHC class II binding affinity with 134,281 pairs from IEDB. Regression. Given a peptide amino acid sequence and an MHC pseudo amino acid sequence, predict their binding affinity value. This is MHC class II binding data. (1) The peptide sequence is MGKATTEEQKLIEDV. The MHC is HLA-DQA10102-DQB10502 with pseudo-sequence HLA-DQA10102-DQB10502. The binding affinity (normalized) is 0.299. (2) The peptide sequence is NAQSAQSQCRTFRGR. The MHC is H-2-IAd with pseudo-sequence H-2-IAd. The binding affinity (normalized) is 0.220. (3) The peptide sequence is LSYYKLGASQRVGTD. The MHC is DRB1_0401 with pseudo-sequence DRB1_0401. The binding affinity (normalized) is 0.713. (4) The peptide sequence is LLKEFTVSGNILTIRLTAA. The MHC is HLA-DQA10401-DQB10402 with pseudo-sequence HLA-DQA10401-DQB10402. The binding affinity (normalized) is 0.386. (5) The peptide sequence is IDNGSNMLILNPTQSDSGIYI. The MHC is DRB1_0101 with pseudo-sequence DRB1_0101. The binding affinity (normalized) is 0.363.